Dataset: Reaction yield outcomes from USPTO patents with 853,638 reactions. Task: Predict the reaction yield, written as a fraction of the theoretical maximum amount of product (1.0 means a 100% yield; for example, 0.34 means a 34% yield). (1) The reactants are [CH3:1][O:2][C:3]1[CH:4]=[C:5]([CH:7]=[CH:8][C:9]=1[O:10][CH3:11])[NH2:6].[C:12]([C:14](=[CH:20]OCC)[C:15]([O:17][CH2:18][CH3:19])=[O:16])#[N:13]. The catalyst is C1(C)C=CC=CC=1. The product is [C:12]([C:14](=[CH:20][NH:6][C:5]1[CH:7]=[CH:8][C:9]([O:10][CH3:11])=[C:3]([O:2][CH3:1])[CH:4]=1)[C:15]([O:17][CH2:18][CH3:19])=[O:16])#[N:13]. The yield is 0.940. (2) The reactants are [CH2:1]([O:3][C:4](=[O:12])[C:5](=O)[C:6]1[S:7][CH:8]=[CH:9][CH:10]=1)[CH3:2].C(O)(=O)C(O)=O.[CH3:19][CH:20]([CH3:25])[CH2:21][CH2:22][NH:23][NH2:24]. The catalyst is C(O)C. The product is [CH2:1]([O:3][C:4](=[O:12])[C:5](=[N:24][NH:23][CH2:22][CH2:21][CH:20]([CH3:25])[CH3:19])[C:6]1[S:7][CH:8]=[CH:9][CH:10]=1)[CH3:2]. The yield is 0.370. (3) The reactants are CO[C:3](=[O:20])[C:4]1[CH:12]=[CH:11][C:7]([C:8]([NH2:10])=[O:9])=[CH:6][C:5]=1C1C=CC=CC=1O.CC(C[AlH]C[CH:27]([CH3:29])[CH3:28])C. The catalyst is C1COCC1. The product is [OH:20][CH2:3][C:4]1[CH:5]=[CH:6][C:7]([C:8]([NH:10][C:28]2[CH:27]=[CH:29][CH:6]=[CH:7][C:8]=2[OH:9])=[O:9])=[CH:11][CH:12]=1. The yield is 0.500. (4) The reactants are [Cl:1][C:2]1[CH:8]=[CH:7][CH:6]=[C:5]([N+:9]([O-])=O)[C:3]=1[NH2:4].N1[CH:17]=[CH:16][CH:15]=[CH:14]C=1.C1(C(Cl)=O)CC1.N. The catalyst is CC(N(C)C)=O.O.CO. The product is [Cl:1][C:2]1[C:3]2[NH:4][C:14]([CH:15]3[CH2:17][CH2:16]3)=[N:9][C:5]=2[CH:6]=[CH:7][CH:8]=1. The yield is 0.360. (5) The reactants are CS(O[CH2:6][CH2:7][N:8]1[CH:12]=[C:11]([C:13]2[CH:18]=[C:17]([C:19]([O:21]C)=[O:20])[CH:16]=[CH:15][N:14]=2)[N:10]=[CH:9]1)(=O)=O.[F:23][C:24]1[CH:25]=[C:26]2[C:31](=[CH:32][CH:33]=1)[NH:30][CH2:29][CH2:28][CH2:27]2. No catalyst specified. The product is [F:23][C:24]1[CH:25]=[C:26]2[C:31](=[CH:32][CH:33]=1)[N:30]([CH2:6][CH2:7][N:8]1[CH:12]=[C:11]([C:13]3[CH:18]=[C:17]([C:19]([OH:21])=[O:20])[CH:16]=[CH:15][N:14]=3)[N:10]=[CH:9]1)[CH2:29][CH2:28][CH2:27]2. The yield is 0.130. (6) The reactants are [OH-].[Na+].Cl[C:4]1[C:12]2OCC[C:8]=2[CH:7]=[CH:6][C:5]=1[C:13]([C@H:15]1[CH2:17][C@@H:16]1[C:18]([O:20]C)=[O:19])=[O:14].[ClH:22].[O:23]1CCO[CH2:25][CH2:24]1. No catalyst specified. The product is [Cl:22][C:7]1[C:8]2[O:23][CH2:24][CH2:25][C:12]=2[CH:4]=[C:5]([C:13]([C@H:15]2[CH2:17][C@@H:16]2[C:18]([OH:20])=[O:19])=[O:14])[CH:6]=1. The yield is 0.540. (7) The catalyst is CN(C=O)C. The product is [CH3:3][O:4][C:5]1[CH:10]=[CH:9][C:8]([O:11][C:13]2[CH:18]=[CH:17][C:16]([N+:19]([O-:21])=[O:20])=[CH:15][CH:14]=2)=[CH:7][CH:6]=1. The reactants are [H-].[Na+].[CH3:3][O:4][C:5]1[CH:10]=[CH:9][C:8]([OH:11])=[CH:7][CH:6]=1.F[C:13]1[CH:18]=[CH:17][C:16]([N+:19]([O-:21])=[O:20])=[CH:15][CH:14]=1. The yield is 1.00.